Dataset: Forward reaction prediction with 1.9M reactions from USPTO patents (1976-2016). Task: Predict the product of the given reaction. (1) Given the reactants [C:1]([OH:5])(=[O:4])[CH:2]=O.[CH3:6][C:7](=[O:19])[CH2:8][CH2:9][CH2:10][CH2:11][CH2:12][CH2:13][CH2:14][CH2:15][CH2:16][CH2:17][CH3:18], predict the reaction product. The product is: [CH2:9]([C:8]([C:7](=[O:19])[CH3:6])=[CH:2][C:1]([OH:5])=[O:4])[CH2:10][CH2:11][CH2:12][CH2:13][CH2:14][CH2:15][CH2:16][CH2:17][CH3:18]. (2) The product is: [CH:18]([N:13]1[C:12]([C:34]2[CH:35]=[CH:36][C:31]([C:29]#[N:30])=[CH:32][CH:33]=2)=[C:11]2[C:15]([CH2:16][CH2:17][NH:8][CH2:9][CH2:10]2)=[N:14]1)([CH3:19])[CH3:20]. Given the reactants C(OC([N:8]1[CH2:17][CH2:16][C:15]2[C:11](=[C:12](OS(C(F)(F)F)(=O)=O)[N:13]([CH:18]([CH3:20])[CH3:19])[N:14]=2)[CH2:10][CH2:9]1)=O)(C)(C)C.[C:29]([C:31]1[CH:36]=[CH:35][C:34](B(O)O)=[CH:33][CH:32]=1)#[N:30], predict the reaction product. (3) Given the reactants [CH3:1][N:2]1[C:6]([CH3:7])=[N:5][N:4]=[C:3]1[SH:8].[C:9]([C:13]1[N:18]=[C:17]([N:19]2[CH2:24][CH2:23][N:22]([CH2:25][CH2:26][CH2:27][Cl:28])[CH2:21][CH2:20]2)[CH:16]=[C:15]([CH:29]([F:31])[F:30])[N:14]=1)([CH3:12])([CH3:11])[CH3:10], predict the reaction product. The product is: [ClH:28].[C:9]([C:13]1[N:18]=[C:17]([N:19]2[CH2:20][CH2:21][N:22]([CH2:25][CH2:26][CH2:27][S:8][C:3]3[N:2]([CH3:1])[C:6]([CH3:7])=[N:5][N:4]=3)[CH2:23][CH2:24]2)[CH:16]=[C:15]([CH:29]([F:30])[F:31])[N:14]=1)([CH3:10])([CH3:11])[CH3:12].